From a dataset of Catalyst prediction with 721,799 reactions and 888 catalyst types from USPTO. Predict which catalyst facilitates the given reaction. (1) Reactant: [Si]([O:18][C:19]1[CH:56]=[CH:55][C:22]([O:23][CH2:24][C@@H:25]([OH:54])[CH2:26][NH:27][CH2:28][CH2:29][C:30]2[CH:35]=[CH:34][C:33]([NH:36][CH:37]3[CH2:42][CH2:41][N:40]([C:43]4[S:44][CH:45]=[C:46]([C:48]5[CH:53]=[CH:52][CH:51]=[CH:50][CH:49]=5)[N:47]=4)[CH2:39][CH2:38]3)=[CH:32][CH:31]=2)=[CH:21][CH:20]=1)(C(C)(C)C)(C1C=CC=CC=1)C1C=CC=CC=1. Product: [OH:54][C@@H:25]([CH2:26][NH:27][CH2:28][CH2:29][C:30]1[CH:31]=[CH:32][C:33]([NH:36][CH:37]2[CH2:42][CH2:41][N:40]([C:43]3[S:44][CH:45]=[C:46]([C:48]4[CH:49]=[CH:50][CH:51]=[CH:52][CH:53]=4)[N:47]=3)[CH2:39][CH2:38]2)=[CH:34][CH:35]=1)[CH2:24][O:23][C:22]1[CH:55]=[CH:56][C:19]([OH:18])=[CH:20][CH:21]=1. The catalyst class is: 147. (2) Reactant: [CH2:1]([C:6]1[CH:13]=[CH:12][C:11]([C:14]([F:17])([F:16])[F:15])=[CH:10][C:7]=1[CH:8]=O)[CH2:2][CH2:3][CH:4]=[CH2:5].C([O-])(=O)C.[NH4+].C([BH3-])#[N:24].[Na+].C(=O)(O)[O-].[Na+]. Product: [CH2:1]([C:6]1[CH:13]=[CH:12][C:11]([C:14]([F:17])([F:16])[F:15])=[CH:10][C:7]=1[CH2:8][NH2:24])[CH2:2][CH2:3][CH:4]=[CH2:5]. The catalyst class is: 5. (3) Reactant: FC(F)(F)S(O[C:7]1[C:8]([CH2:27][S:28]([CH3:31])(=[O:30])=[O:29])=[CH:9][C:10]2[O:14][C:13]([C:15]3[CH:20]=[CH:19][C:18]([F:21])=[CH:17][CH:16]=3)=[C:12]([C:22](=[O:25])[NH:23][CH3:24])[C:11]=2[CH:26]=1)(=O)=O.[F:34][C:35]1[CH:47]=[CH:46][C:45](B2OC(C)(C)C(C)(C)O2)=[CH:44][C:36]=1[C:37]([O:39][C:40]([CH3:43])([CH3:42])[CH3:41])=[O:38].[O-]P([O-])([O-])=O.[K+].[K+].[K+].O. Product: [F:34][C:35]1[CH:47]=[CH:46][C:45]([C:7]2[C:8]([CH2:27][S:28]([CH3:31])(=[O:30])=[O:29])=[CH:9][C:10]3[O:14][C:13]([C:15]4[CH:16]=[CH:17][C:18]([F:21])=[CH:19][CH:20]=4)=[C:12]([C:22](=[O:25])[NH:23][CH3:24])[C:11]=3[CH:26]=2)=[CH:44][C:36]=1[C:37]([O:39][C:40]([CH3:43])([CH3:42])[CH3:41])=[O:38]. The catalyst class is: 75. (4) Reactant: [C-:1]#[N:2].[F:3][C:4]1[C:9]([B:10]([C:22]2[C:27]([F:28])=[C:26]([F:29])[C:25]([F:30])=[C:24]([F:31])[C:23]=2[F:32])[C:11]2[C:16]([F:17])=[C:15]([F:18])[C:14]([F:19])=[C:13]([F:20])[C:12]=2[F:21])=[C:8]([F:33])[C:7]([F:34])=[C:6]([F:35])[C:5]=1[F:36].[F:37][C:38]1[C:43]([B:44]([C:56]2[C:61]([F:62])=[C:60]([F:63])[C:59]([F:64])=[C:58]([F:65])[C:57]=2[F:66])[C:45]2[C:50]([F:51])=[C:49]([F:52])[C:48]([F:53])=[C:47]([F:54])[C:46]=2[F:55])=[C:42]([F:67])[C:41]([F:68])=[C:40]([F:69])[C:39]=1[F:70].[K+].Cl[C:73]([C:86]1[CH:91]=[CH:90][CH:89]=[CH:88][CH:87]=1)([C:80]1[CH:85]=[CH:84][CH:83]=[CH:82][CH:81]=1)[C:74]1[CH:79]=[CH:78][CH:77]=[CH:76][CH:75]=1. Product: [C-:1]#[N:2].[F:28][C:27]1[C:22]([B:10]([C:9]2[C:4]([F:3])=[C:5]([F:36])[C:6]([F:35])=[C:7]([F:34])[C:8]=2[F:33])[C:11]2[C:12]([F:21])=[C:13]([F:20])[C:14]([F:19])=[C:15]([F:18])[C:16]=2[F:17])=[C:23]([F:32])[C:24]([F:31])=[C:25]([F:30])[C:26]=1[F:29].[F:62][C:61]1[C:56]([B:44]([C:43]2[C:38]([F:37])=[C:39]([F:70])[C:40]([F:69])=[C:41]([F:68])[C:42]=2[F:67])[C:45]2[C:46]([F:55])=[C:47]([F:54])[C:48]([F:53])=[C:49]([F:52])[C:50]=2[F:51])=[C:57]([F:66])[C:58]([F:65])=[C:59]([F:64])[C:60]=1[F:63].[C:74]1([C+:73]([C:80]2[CH:81]=[CH:82][CH:83]=[CH:84][CH:85]=2)[C:86]2[CH:87]=[CH:88][CH:89]=[CH:90][CH:91]=2)[CH:75]=[CH:76][CH:77]=[CH:78][CH:79]=1. The catalyst class is: 4. (5) The catalyst class is: 2. Reactant: Cl.[CH3:2][O:3][C:4]([C:6]1[CH:7]=[C:8]2[C:13](=[C:14]([C@H:16]3[CH2:20][CH2:19][CH2:18][N:17]3C(OC(C)(C)C)=O)[CH:15]=1)[O:12][C:11]([N:28]1[CH2:33][CH2:32][O:31][CH2:30][CH2:29]1)=[CH:10][C:9]2=[O:34])=[O:5]. Product: [O:31]1[CH2:30][CH2:29][N:28]([C:11]2[O:12][C:13]3[C:8]([C:9](=[O:34])[CH:10]=2)=[CH:7][C:6]([C:4]([O:3][CH3:2])=[O:5])=[CH:15][C:14]=3[C@H:16]2[CH2:20][CH2:19][CH2:18][NH:17]2)[CH2:33][CH2:32]1.